Task: Predict the reaction yield, written as a fraction of the theoretical maximum amount of product (1.0 means a 100% yield; for example, 0.34 means a 34% yield).. Dataset: Reaction yield outcomes from USPTO patents with 853,638 reactions (1) The reactants are [C:1]([CH:5]1[CH2:10][CH2:9][CH:8]([NH:11][CH2:12][C:13]2[CH:18]=[CH:17][C:16]([C:19](=[O:31])[CH2:20][C:21]3[N:22]=[N:23][N:24](C(OC)(C)C)[N:25]=3)=[CH:15][CH:14]=2)[CH2:7][CH2:6]1)([CH3:4])([CH3:3])[CH3:2].[F:32][C:33]([F:48])([F:47])[C:34]1[CH:35]=[C:36]([N:44]=[C:45]=[O:46])[CH:37]=[C:38]([C:40]([F:43])([F:42])[F:41])[CH:39]=1. The catalyst is C1COCC1. The product is [F:32][C:33]([F:47])([F:48])[C:34]1[CH:35]=[C:36]([NH:44][C:45](=[O:46])[N:11]([CH:8]2[CH2:9][CH2:10][CH:5]([C:1]([CH3:3])([CH3:2])[CH3:4])[CH2:6][CH2:7]2)[CH2:12][C:13]2[CH:18]=[CH:17][C:16]([C:19](=[O:31])[CH2:20][C:21]3[N:25]=[N:24][NH:23][N:22]=3)=[CH:15][CH:14]=2)[CH:37]=[C:38]([C:40]([F:43])([F:41])[F:42])[CH:39]=1. The yield is 0.880. (2) The reactants are [NH2:1][C@H:2]([C:5]1[N:14]([C:15]2[CH:20]=[CH:19][CH:18]=[C:17]([CH2:21][C:22]([F:25])([F:24])[F:23])[CH:16]=2)[C:13](=[O:26])[C:12]2[C:7](=[CH:8][CH:9]=[CH:10][C:11]=2[F:27])[N:6]=1)[CH2:3][CH3:4].Br[C:29]1[N:37]=[CH:36][N:35]=[C:34]2[C:30]=1[N:31]=[CH:32][NH:33]2.C(N(C(C)C)CC)(C)C. The catalyst is CC(O)(C)C. The product is [N:37]1[C:29]([NH:1][C@H:2]([C:5]2[N:14]([C:15]3[CH:20]=[CH:19][CH:18]=[C:17]([CH2:21][C:22]([F:25])([F:23])[F:24])[CH:16]=3)[C:13](=[O:26])[C:12]3[C:7](=[CH:8][CH:9]=[CH:10][C:11]=3[F:27])[N:6]=2)[CH2:3][CH3:4])=[C:30]2[C:34]([NH:33][CH:32]=[N:31]2)=[N:35][CH:36]=1. The yield is 0.380. (3) The reactants are F[P-](F)(F)(F)(F)F.C[N+](C)=C(N(C)C)ON1C2N=CC=CC=2N=N1.[CH3:25][O:26][C:27]1[CH:41]=[CH:40][C:30]([O:31][C:32]2[CH:33]=[C:34]([CH2:38][NH2:39])[CH:35]=[CH:36][CH:37]=2)=[CH:29][CH:28]=1.[NH2:42][C:43]1[N:52]=[C:51]([N:53]2[CH2:58][CH2:57][N:56]([CH3:59])[CH2:55][CH2:54]2)[C:50]2[C:45](=[CH:46][C:47]([C:60](O)=[O:61])=[CH:48][CH:49]=2)[N:44]=1.C(N(CC)C(C)C)(C)C. The catalyst is CN(C)C=O. The product is [NH2:42][C:43]1[N:52]=[C:51]([N:53]2[CH2:54][CH2:55][N:56]([CH3:59])[CH2:57][CH2:58]2)[C:50]2[C:45](=[CH:46][C:47]([C:60]([NH:39][CH2:38][C:34]3[CH:35]=[CH:36][CH:37]=[C:32]([O:31][C:30]4[CH:40]=[CH:41][C:27]([O:26][CH3:25])=[CH:28][CH:29]=4)[CH:33]=3)=[O:61])=[CH:48][CH:49]=2)[N:44]=1. The yield is 0.440. (4) The reactants are C([O:3][C:4](=O)[C:5]1[CH:10]=[C:9]([O:11][CH2:12][CH3:13])[C:8]([NH2:14])=[C:7]([O:15][CH2:16][CH3:17])[CH:6]=1)C.[H-].C([Al+]CC(C)C)C(C)C. The catalyst is ClCCl. The product is [NH2:14][C:8]1[C:7]([O:15][CH2:16][CH3:17])=[CH:6][C:5]([CH2:4][OH:3])=[CH:10][C:9]=1[O:11][CH2:12][CH3:13]. The yield is 0.470. (5) The reactants are [Cl:1][C:2]1[CH:3]=[C:4]([NH:17][C:18]2[C:27]3[C:22](=[CH:23][CH:24]=[C:25]([N+:28]([O-])=O)[CH:26]=3)[N:21]=[CH:20][N:19]=2)[CH:5]=[CH:6][C:7]=1[O:8][CH2:9][C:10]1[CH:15]=[CH:14][CH:13]=[C:12]([F:16])[CH:11]=1.C(O)(=O)C. The catalyst is CO. The product is [Cl:1][C:2]1[CH:3]=[C:4]([NH:17][C:18]2[C:27]3[C:22](=[CH:23][CH:24]=[C:25]([NH2:28])[CH:26]=3)[N:21]=[CH:20][N:19]=2)[CH:5]=[CH:6][C:7]=1[O:8][CH2:9][C:10]1[CH:15]=[CH:14][CH:13]=[C:12]([F:16])[CH:11]=1. The yield is 0.610.